Predict the reaction yield, written as a fraction of the theoretical maximum amount of product (1.0 means a 100% yield; for example, 0.34 means a 34% yield). From a dataset of Reaction yield outcomes from USPTO patents with 853,638 reactions. The reactants are N[C:2]([C:6]1[CH:11]=[CH:10][C:9]([F:12])=[CH:8][CH:7]=1)=[CH:3][C:4]#[N:5].Cl.[CH3:14][C:15]1[CH:20]=[CH:19][CH:18]=[CH:17][C:16]=1[NH:21][NH2:22].[OH-].[Na+]. The catalyst is Cl. The product is [F:12][C:9]1[CH:8]=[CH:7][C:6]([C:2]2[CH:3]=[C:4]([NH2:5])[N:21]([C:16]3[CH:17]=[CH:18][CH:19]=[CH:20][C:15]=3[CH3:14])[N:22]=2)=[CH:11][CH:10]=1. The yield is 0.810.